Dataset: Full USPTO retrosynthesis dataset with 1.9M reactions from patents (1976-2016). Task: Predict the reactants needed to synthesize the given product. Given the product [NH2:25][C:26]1[C:31]([C:32]#[N:33])=[C:30]([NH:14][CH:12]([C:7]2[C:6]([C:15]3[CH:20]=[CH:19][CH:18]=[CH:17][CH:16]=3)=[C:5]([S:21]([CH3:24])(=[O:23])=[O:22])[C:4]3[C:9](=[CH:10][CH:11]=[C:2]([F:1])[CH:3]=3)[N:8]=2)[CH3:13])[N:29]=[CH:28][N:27]=1, predict the reactants needed to synthesize it. The reactants are: [F:1][C:2]1[CH:3]=[C:4]2[C:9](=[CH:10][CH:11]=1)[N:8]=[C:7]([CH:12]([NH2:14])[CH3:13])[C:6]([C:15]1[CH:20]=[CH:19][CH:18]=[CH:17][CH:16]=1)=[C:5]2[S:21]([CH3:24])(=[O:23])=[O:22].[NH2:25][C:26]1[C:31]([C:32]#[N:33])=[C:30](Cl)[N:29]=[CH:28][N:27]=1.CCN(C(C)C)C(C)C.